This data is from Forward reaction prediction with 1.9M reactions from USPTO patents (1976-2016). The task is: Predict the product of the given reaction. (1) Given the reactants Cl.[CH2:2]([O:9][N:10]=[C:11]1[CH2:16][CH2:15][NH:14][CH2:13][CH2:12]1)[C:3]1[CH:8]=[CH:7][CH:6]=[CH:5][CH:4]=1.Cl[CH2:18][CH2:19][CH2:20][CH:21]([C:29]1[CH:34]=[CH:33][C:32]([F:35])=[CH:31][CH:30]=1)[C:22]1[CH:27]=[CH:26][C:25]([F:28])=[CH:24][CH:23]=1.[C:36]([O-:39])([O-:38])=O.[K+].[K+].CN(C)C=[O:45], predict the reaction product. The product is: [C:2]([OH:9])(=[O:45])[C:36]([OH:39])=[O:38].[CH2:2]([O:9][N:10]=[C:11]1[CH2:16][CH2:15][N:14]([CH2:18][CH2:19][CH2:20][CH:21]([C:22]2[CH:23]=[CH:24][C:25]([F:28])=[CH:26][CH:27]=2)[C:29]2[CH:34]=[CH:33][C:32]([F:35])=[CH:31][CH:30]=2)[CH2:13][CH2:12]1)[C:3]1[CH:4]=[CH:5][CH:6]=[CH:7][CH:8]=1. (2) Given the reactants FC(F)(F)C(O)=O.[Cl:8][CH:9]([Cl:48])[C:10]([N:12]([CH2:32][CH2:33][C:34](=[O:47])[CH:35]([NH:39]C(=O)OC(C)(C)C)[CH:36]([CH3:38])[CH3:37])[C:13]1[CH:18]=[CH:17][N:16]=[C:15]([C:19]2[O:23][N:22]=[C:21]([C:24]3[C:29]([Cl:30])=[CH:28][CH:27]=[CH:26][C:25]=3[Cl:31])[CH:20]=2)[CH:14]=1)=[O:11], predict the reaction product. The product is: [NH2:39][CH:35]([CH:36]([CH3:38])[CH3:37])[C:34](=[O:47])[CH2:33][CH2:32][N:12]([C:13]1[CH:18]=[CH:17][N:16]=[C:15]([C:19]2[O:23][N:22]=[C:21]([C:24]3[C:25]([Cl:31])=[CH:26][CH:27]=[CH:28][C:29]=3[Cl:30])[CH:20]=2)[CH:14]=1)[C:10](=[O:11])[CH:9]([Cl:48])[Cl:8]. (3) Given the reactants [NH2:1][CH2:2][CH2:3][CH2:4][OH:5].CC([O-])(C)C.[K+].[C:12]([O:16][C:17]([N:19]1[CH2:24][CH2:23][CH:22]([C:25]2[C:34]3[C:29](=[CH:30][C:31](F)=[CH:32][CH:33]=3)[N:28]=[CH:27][N:26]=2)[CH2:21][CH2:20]1)=[O:18])([CH3:15])([CH3:14])[CH3:13].[CH3:36][S:37](Cl)(=[O:39])=[O:38].CCN(C(C)C)C(C)C, predict the reaction product. The product is: [C:12]([O:16][C:17]([N:19]1[CH2:24][CH2:23][CH:22]([C:25]2[C:34]3[C:29](=[CH:30][C:31]([O:5][CH2:4][CH2:3][CH2:2][NH:1][S:37]([CH3:36])(=[O:39])=[O:38])=[CH:32][CH:33]=3)[N:28]=[CH:27][N:26]=2)[CH2:21][CH2:20]1)=[O:18])([CH3:15])([CH3:14])[CH3:13]. (4) Given the reactants [Cl:1][C:2]1[CH:18]=[CH:17][C:5]2[CH2:6][CH2:7][N:8]([C:11](=[O:16])[C:12]([F:15])([F:14])[F:13])[CH2:9][CH2:10][C:4]=2[C:3]=1OS(C(F)(F)F)(=O)=O.[CH:27]1([C:33](=[O:43])[CH2:34][C:35]2[CH:42]=[CH:41][C:38]([CH2:39][NH2:40])=[CH:37][CH:36]=2)[CH2:32][CH2:31][CH2:30][CH2:29][CH2:28]1, predict the reaction product. The product is: [Cl:1][C:2]1[CH:18]=[CH:17][C:5]2[CH2:6][CH2:7][N:8]([C:11](=[O:16])[C:12]([F:15])([F:14])[F:13])[CH2:9][CH2:10][C:4]=2[C:3]=1[NH:40][CH2:39][C:38]1[CH:41]=[CH:42][C:35]([CH2:34][C:33]([CH:27]2[CH2:32][CH2:31][CH2:30][CH2:29][CH2:28]2)=[O:43])=[CH:36][CH:37]=1.